Dataset: Full USPTO retrosynthesis dataset with 1.9M reactions from patents (1976-2016). Task: Predict the reactants needed to synthesize the given product. Given the product [CH3:37][N:36]([CH3:38])[C:35]([CH:9]1[CH2:10][N:11]([C:14]([O:16][C:17]([CH3:19])([CH3:20])[CH3:18])=[O:15])[CH2:12][CH2:13][N:8]1[C:6]([O:5][C:1]([CH3:3])([CH3:4])[CH3:2])=[O:7])=[O:48], predict the reactants needed to synthesize it. The reactants are: [C:1]([O:5][C:6]([N:8]1[CH2:13][CH2:12][N:11]([C:14]([O:16][C:17]([CH3:20])([CH3:19])[CH3:18])=[O:15])[CH2:10][CH:9]1C(O)=O)=[O:7])([CH3:4])([CH3:3])[CH3:2].Cl.CNC.CCN=C=NCC[CH2:35][N:36]([CH3:38])[CH3:37].C1C=CC2N([OH:48])N=NC=2C=1.CCN(CC)CC.